This data is from Catalyst prediction with 721,799 reactions and 888 catalyst types from USPTO. The task is: Predict which catalyst facilitates the given reaction. (1) Product: [C:28]([O:27][C:25]([NH:13][C@H:12]([CH2:14][C:15]1[C:23]2[C:18](=[CH:19][CH:20]=[CH:21][CH:22]=2)[NH:17][CH:16]=1)[C:11]([O:10][CH3:9])=[O:24])=[O:26])([CH3:31])([CH3:30])[CH3:29]. Reactant: C(N(CC)CC)C.Cl.[CH3:9][O:10][C:11](=[O:24])[C@@H:12]([CH2:14][C:15]1[C:23]2[C:18](=[CH:19][CH:20]=[CH:21][CH:22]=2)[NH:17][CH:16]=1)[NH2:13].[C:25](O[C:25]([O:27][C:28]([CH3:31])([CH3:30])[CH3:29])=[O:26])([O:27][C:28]([CH3:31])([CH3:30])[CH3:29])=[O:26].CN(C1C=CC=CN=1)C.S(=O)(O)[O-].[Na+]. The catalyst class is: 4. (2) Reactant: [N:1]1[CH:6]=[CH:5][CH:4]=[C:3]([C:7]2[S:8][CH:9]=[C:10]([CH:12]=[O:13])[N:11]=2)[CH:2]=1.[BH4-].[Na+]. Product: [N:1]1[CH:6]=[CH:5][CH:4]=[C:3]([C:7]2[S:8][CH:9]=[C:10]([CH2:12][OH:13])[N:11]=2)[CH:2]=1. The catalyst class is: 36. (3) Reactant: F[C:2]1[CH:10]=[CH:9][C:8]([C:11]2[NH:15][C:14]([C:16]3[CH:21]=[CH:20][CH:19]=[CH:18][CH:17]=3)=[N:13][C:12]=2[C:22]2[CH:27]=[CH:26][N:25]=[CH:24][CH:23]=2)=[CH:7][C:3]=1[C:4]([OH:6])=[O:5].Cl.[NH:29]1[CH2:33][CH2:32][CH2:31][CH2:30]1. Product: [N:29]1([C:2]2[CH:10]=[CH:9][C:8]([C:11]3[NH:15][C:14]([C:16]4[CH:21]=[CH:20][CH:19]=[CH:18][CH:17]=4)=[N:13][C:12]=3[C:22]3[CH:27]=[CH:26][N:25]=[CH:24][CH:23]=3)=[CH:7][C:3]=2[C:4]([OH:6])=[O:5])[CH2:33][CH2:32][CH2:31][CH2:30]1. The catalyst class is: 6. (4) Reactant: [C:1]([O:5][C:6]1[CH:11]=[N:10][CH:9]=[C:8]([CH:12]=[CH2:13])[N:7]=1)([CH3:4])([CH3:3])[CH3:2].[O:14]([CH2:21][CH:22]1[CH2:27][CH2:26][NH:25][CH2:24][CH2:23]1)[C:15]1[CH:20]=[CH:19][CH:18]=[CH:17][CH:16]=1. Product: [C:1]([O:5][C:6]1[CH:11]=[N:10][CH:9]=[C:8]([CH2:12][CH2:13][N:25]2[CH2:26][CH2:27][CH:22]([CH2:21][O:14][C:15]3[CH:20]=[CH:19][CH:18]=[CH:17][CH:16]=3)[CH2:23][CH2:24]2)[N:7]=1)([CH3:4])([CH3:3])[CH3:2]. The catalyst class is: 8. (5) Reactant: [N+:1]([C:4]1[CH:9]=[CH:8][C:7]([N:10]2[CH2:15][CH2:14][NH:13][CH2:12][CH2:11]2)=[CH:6][CH:5]=1)([O-:3])=[O:2].C(N(C(C)C)CC)(C)C.[C:25](O[C:25]([O:27][C:28]([CH3:31])([CH3:30])[CH3:29])=[O:26])([O:27][C:28]([CH3:31])([CH3:30])[CH3:29])=[O:26].O. The catalyst class is: 12. Product: [N+:1]([C:4]1[CH:5]=[CH:6][C:7]([N:10]2[CH2:15][CH2:14][N:13]([C:25]([O:27][C:28]([CH3:31])([CH3:30])[CH3:29])=[O:26])[CH2:12][CH2:11]2)=[CH:8][CH:9]=1)([O-:3])=[O:2]. (6) Reactant: [CH3:1][C:2]1[S:6][C:5]2[NH:7][C:8]3[CH:9]=[CH:10][CH:11]=[CH:12][C:13]=3[N:14]=[C:15]([N:16]3[CH2:21][CH2:20][N:19]([CH3:22])[CH2:18][CH2:17]3)[C:4]=2[CH:3]=1.C(N(CC)CC)C.Cl[C:31]([O:33][CH2:34][Cl:35])=[O:32]. Product: [CH3:1][C:2]1[S:6][C:5]2=[N:7][C:8]3[CH:9]=[CH:10][CH:11]=[CH:12][C:13]=3[N:14]([C:31]([O:33][CH2:34][Cl:35])=[O:32])[C:15]([N:16]3[CH2:17][CH2:18][N:19]([CH3:22])[CH2:20][CH2:21]3)=[C:4]2[CH:3]=1. The catalyst class is: 4. (7) Reactant: [CH2:1]([O:3][CH:4]([O:38][CH2:39][CH3:40])[C:5]1[CH:10]=[CH:9][C:8]([CH:11]2[CH:20]([C:21]3[CH:26]=[CH:25][C:24]([C:27](=[O:31])[N:28]([CH3:30])[CH3:29])=[CH:23][CH:22]=3)[C:19](=O)[C:18]3[C:17]([C:33]([O:35]CC)=O)=[CH:16][CH:15]=[CH:14][C:13]=3[NH:12]2)=[CH:7][CH:6]=1)[CH3:2].O.[NH2:42][NH2:43]. Product: [CH2:1]([O:3][CH:4]([O:38][CH2:39][CH3:40])[C:5]1[CH:10]=[CH:9][C:8]([CH:11]2[NH:12][C:13]3[C:18]4[C:19](=[N:42][NH:43][C:33](=[O:35])[C:17]=4[CH:16]=[CH:15][CH:14]=3)[CH:20]2[C:21]2[CH:26]=[CH:25][C:24]([C:27]([N:28]([CH3:30])[CH3:29])=[O:31])=[CH:23][CH:22]=2)=[CH:7][CH:6]=1)[CH3:2]. The catalyst class is: 5.